Dataset: Peptide-MHC class II binding affinity with 134,281 pairs from IEDB. Task: Regression. Given a peptide amino acid sequence and an MHC pseudo amino acid sequence, predict their binding affinity value. This is MHC class II binding data. (1) The peptide sequence is MLLDNMEVRGGMVAP. The MHC is DRB3_0101 with pseudo-sequence DRB3_0101. The binding affinity (normalized) is 0.231. (2) The peptide sequence is FSSWETVCDSLDDYN. The MHC is DRB1_1101 with pseudo-sequence DRB1_1101. The binding affinity (normalized) is 0.